This data is from Full USPTO retrosynthesis dataset with 1.9M reactions from patents (1976-2016). The task is: Predict the reactants needed to synthesize the given product. (1) Given the product [Cl:33][C:30]1[CH:31]=[N:32][C:27]([N:24]2[CH2:23][CH2:22][CH:21]([C@H:19]3[CH2:20][C@H:18]3[CH2:17][CH2:16][N:8]([C:54]3[CH:55]=[N:56][C:51]([NH:50][C:39]([C:36]4([CH3:35])[CH2:38][CH2:37]4)=[O:41])=[CH:52][CH:53]=3)[C:9](=[O:15])[O:10][C:11]([CH3:14])([CH3:13])[CH3:12])[CH2:26][CH2:25]2)=[N:28][CH:29]=1, predict the reactants needed to synthesize it. The reactants are: NC1C(C)=CC([N:8]([CH2:16][CH2:17][C@@H:18]2[CH2:20][C@@H:19]2[CH:21]2[CH2:26][CH2:25][N:24]([C:27]3[N:32]=[CH:31][C:30]([Cl:33])=[CH:29][N:28]=3)[CH2:23][CH2:22]2)[C:9](=[O:15])[O:10][C:11]([CH3:14])([CH3:13])[CH3:12])=NC=1.[CH3:35][C:36]1([C:39]([OH:41])=O)[CH2:38][CH2:37]1.CN(C(O[N:50]1N=N[C:52]2[CH:53]=[CH:54][CH:55]=[N:56][C:51]1=2)=[N+](C)C)C.F[P-](F)(F)(F)(F)F.C(N(CC)CC)C. (2) The reactants are: [O:1]=[C:2]1[N:6]([CH2:7][C:8]([O:10][C:11]([CH3:14])([CH3:13])[CH3:12])=[O:9])[C:5]2[CH:15]=[CH:16][CH:17]=[CH:18][C:4]=2[NH:3]1.Br[C:20]1[CH:25]=[CH:24][CH:23]=[CH:22][N:21]=1.CC([O-])=O.[K+]. Given the product [O:1]=[C:2]1[N:6]([CH2:7][C:8]([O:10][C:11]([CH3:14])([CH3:13])[CH3:12])=[O:9])[C:5]2[CH:15]=[CH:16][CH:17]=[CH:18][C:4]=2[N:3]1[C:20]1[CH:25]=[CH:24][CH:23]=[CH:22][N:21]=1, predict the reactants needed to synthesize it.